This data is from NCI-60 drug combinations with 297,098 pairs across 59 cell lines. The task is: Regression. Given two drug SMILES strings and cell line genomic features, predict the synergy score measuring deviation from expected non-interaction effect. (1) Drug 1: CN(CC1=CN=C2C(=N1)C(=NC(=N2)N)N)C3=CC=C(C=C3)C(=O)NC(CCC(=O)O)C(=O)O. Drug 2: C1=NC2=C(N=C(N=C2N1C3C(C(C(O3)CO)O)O)F)N. Cell line: SR. Synergy scores: CSS=61.0, Synergy_ZIP=2.48, Synergy_Bliss=1.46, Synergy_Loewe=-20.7, Synergy_HSA=4.78. (2) Drug 1: C1=CC(=CC=C1CC(C(=O)O)N)N(CCCl)CCCl.Cl. Drug 2: CC1=C(C(CCC1)(C)C)C=CC(=CC=CC(=CC(=O)O)C)C. Cell line: NCI-H322M. Synergy scores: CSS=-9.77, Synergy_ZIP=1.20, Synergy_Bliss=-3.45, Synergy_Loewe=-6.31, Synergy_HSA=-7.27. (3) Drug 1: C1CCC(CC1)NC(=O)N(CCCl)N=O. Drug 2: CC=C1C(=O)NC(C(=O)OC2CC(=O)NC(C(=O)NC(CSSCCC=C2)C(=O)N1)C(C)C)C(C)C. Cell line: BT-549. Synergy scores: CSS=49.1, Synergy_ZIP=7.95, Synergy_Bliss=10.6, Synergy_Loewe=-8.68, Synergy_HSA=11.4. (4) Drug 1: C1=CC=C(C=C1)NC(=O)CCCCCCC(=O)NO. Drug 2: CS(=O)(=O)OCCCCOS(=O)(=O)C. Cell line: SK-OV-3. Synergy scores: CSS=8.97, Synergy_ZIP=-0.121, Synergy_Bliss=2.28, Synergy_Loewe=-5.77, Synergy_HSA=1.74. (5) Cell line: SF-539. Drug 2: CCN(CC)CCCC(C)NC1=C2C=C(C=CC2=NC3=C1C=CC(=C3)Cl)OC. Drug 1: C1=NC2=C(N=C(N=C2N1C3C(C(C(O3)CO)O)O)F)N. Synergy scores: CSS=13.5, Synergy_ZIP=-1.28, Synergy_Bliss=-4.65, Synergy_Loewe=-15.6, Synergy_HSA=-2.96.